This data is from NCI-60 drug combinations with 297,098 pairs across 59 cell lines. The task is: Regression. Given two drug SMILES strings and cell line genomic features, predict the synergy score measuring deviation from expected non-interaction effect. (1) Drug 1: C1=CC=C(C=C1)NC(=O)CCCCCCC(=O)NO. Drug 2: CS(=O)(=O)OCCCCOS(=O)(=O)C. Cell line: DU-145. Synergy scores: CSS=40.2, Synergy_ZIP=-3.67, Synergy_Bliss=-0.994, Synergy_Loewe=-16.5, Synergy_HSA=1.37. (2) Drug 1: CN(C)C1=NC(=NC(=N1)N(C)C)N(C)C. Drug 2: CC1C(C(CC(O1)OC2CC(CC3=C2C(=C4C(=C3O)C(=O)C5=C(C4=O)C(=CC=C5)OC)O)(C(=O)CO)O)N)O.Cl. Cell line: U251. Synergy scores: CSS=36.2, Synergy_ZIP=-1.50, Synergy_Bliss=-4.13, Synergy_Loewe=-13.8, Synergy_HSA=-1.33. (3) Drug 2: CCN(CC)CCCC(C)NC1=C2C=C(C=CC2=NC3=C1C=CC(=C3)Cl)OC. Synergy scores: CSS=19.5, Synergy_ZIP=-4.62, Synergy_Bliss=1.37, Synergy_Loewe=-5.43, Synergy_HSA=-0.505. Cell line: SF-268. Drug 1: C(CC(=O)O)C(=O)CN.Cl. (4) Drug 1: CCCS(=O)(=O)NC1=C(C(=C(C=C1)F)C(=O)C2=CNC3=C2C=C(C=N3)C4=CC=C(C=C4)Cl)F. Drug 2: C1=NC2=C(N=C(N=C2N1C3C(C(C(O3)CO)O)O)F)N. Cell line: U251. Synergy scores: CSS=-1.92, Synergy_ZIP=-0.910, Synergy_Bliss=-4.36, Synergy_Loewe=-6.34, Synergy_HSA=-5.07. (5) Drug 1: CCC1(C2=C(COC1=O)C(=O)N3CC4=CC5=C(C=CC(=C5CN(C)C)O)N=C4C3=C2)O.Cl. Drug 2: N.N.Cl[Pt+2]Cl. Cell line: SF-539. Synergy scores: CSS=74.2, Synergy_ZIP=-1.12, Synergy_Bliss=-1.71, Synergy_Loewe=-1.23, Synergy_HSA=2.08. (6) Drug 1: CC1=CC=C(C=C1)C2=CC(=NN2C3=CC=C(C=C3)S(=O)(=O)N)C(F)(F)F. Drug 2: C1C(C(OC1N2C=NC3=C(N=C(N=C32)Cl)N)CO)O. Cell line: OVCAR3. Synergy scores: CSS=15.4, Synergy_ZIP=-1.90, Synergy_Bliss=6.01, Synergy_Loewe=7.90, Synergy_HSA=8.05. (7) Drug 1: CC1=C(C=C(C=C1)NC(=O)C2=CC=C(C=C2)CN3CCN(CC3)C)NC4=NC=CC(=N4)C5=CN=CC=C5. Drug 2: CC1C(C(CC(O1)OC2CC(OC(C2O)C)OC3=CC4=CC5=C(C(=O)C(C(C5)C(C(=O)C(C(C)O)O)OC)OC6CC(C(C(O6)C)O)OC7CC(C(C(O7)C)O)OC8CC(C(C(O8)C)O)(C)O)C(=C4C(=C3C)O)O)O)O. Cell line: SK-MEL-2. Synergy scores: CSS=15.6, Synergy_ZIP=3.48, Synergy_Bliss=5.90, Synergy_Loewe=-46.6, Synergy_HSA=-0.215.